This data is from Forward reaction prediction with 1.9M reactions from USPTO patents (1976-2016). The task is: Predict the product of the given reaction. (1) Given the reactants [OH-].[K+].[F:3][C:4]1[C:17]2[N:16]=[CH:15][C:14]3[N:13]([CH3:18])[CH:12]=[C:11]([C:19]([O:21]CC)=[O:20])[C:10](=[O:24])[C:9]=3[C:8]=2[CH:7]=[CH:6][C:5]=1[N:25]1[CH2:30][CH2:29][C:28]([OH:41])([C:31]2[CH:36]=[CH:35][CH:34]=[C:33]([C:37]([F:40])([F:39])[F:38])[CH:32]=2)[CH2:27][CH2:26]1.C(O)(=O)C, predict the reaction product. The product is: [F:3][C:4]1[C:17]2[N:16]=[CH:15][C:14]3[N:13]([CH3:18])[CH:12]=[C:11]([C:19]([OH:21])=[O:20])[C:10](=[O:24])[C:9]=3[C:8]=2[CH:7]=[CH:6][C:5]=1[N:25]1[CH2:30][CH2:29][C:28]([OH:41])([C:31]2[CH:36]=[CH:35][CH:34]=[C:33]([C:37]([F:38])([F:39])[F:40])[CH:32]=2)[CH2:27][CH2:26]1. (2) Given the reactants Cl[C:2]1[C:7]([C:8]([O:10][CH2:11][CH3:12])=[O:9])=[CH:6][N:5]=[C:4]2[N:13]([CH2:16][CH3:17])[N:14]=[CH:15][C:3]=12.C1(C)C=CC(S(O)(=O)=O)=CC=1.[NH2:29][C@H:30]1[CH2:34][CH2:33][O:32][CH2:31]1.C(N(CC)CC)C, predict the reaction product. The product is: [CH2:16]([N:13]1[C:4]2=[N:5][CH:6]=[C:7]([C:8]([O:10][CH2:11][CH3:12])=[O:9])[C:2]([NH:29][C@H:30]3[CH2:34][CH2:33][O:32][CH2:31]3)=[C:3]2[CH:15]=[N:14]1)[CH3:17]. (3) Given the reactants [CH2:1]([O:3][C:4]([C:6]1[CH:7]=[N:8][C:9]2[C:14]([C:15]=1O)=[CH:13][CH:12]=[CH:11][C:10]=2[C:17]([F:20])([F:19])[F:18])=[O:5])[CH3:2].C1(C)C=CC=CC=1.O=P(Cl)(Cl)[Cl:30].C([O-])(O)=O.[Na+], predict the reaction product. The product is: [CH2:1]([O:3][C:4]([C:6]1[CH:7]=[N:8][C:9]2[C:14]([C:15]=1[Cl:30])=[CH:13][CH:12]=[CH:11][C:10]=2[C:17]([F:20])([F:19])[F:18])=[O:5])[CH3:2].